Dataset: Full USPTO retrosynthesis dataset with 1.9M reactions from patents (1976-2016). Task: Predict the reactants needed to synthesize the given product. (1) The reactants are: Br[C:2]1[CH:3]=[C:4]([NH2:19])[C:5]([N:8]([CH:13]2[CH2:18][CH2:17][CH2:16][CH2:15][CH2:14]2)[CH2:9][CH:10]([CH3:12])[CH3:11])=[CH:6][CH:7]=1.[F:20][C:21]1[CH:30]=[CH:29][C:24]([C:25]([O:27][CH3:28])=[O:26])=[C:23](B2OC(C)(C)C(C)(C)O2)[CH:22]=1.P([O-])([O-])([O-])=O.[K+].[K+].[K+]. Given the product [NH2:19][C:4]1[CH:3]=[C:2]([C:23]2[C:24]([C:25]([O:27][CH3:28])=[O:26])=[CH:29][CH:30]=[C:21]([F:20])[CH:22]=2)[CH:7]=[CH:6][C:5]=1[N:8]([CH:13]1[CH2:18][CH2:17][CH2:16][CH2:15][CH2:14]1)[CH2:9][CH:10]([CH3:12])[CH3:11], predict the reactants needed to synthesize it. (2) Given the product [O:1]=[C:2]1[CH:11]=[N:10][C:9]2[C:4](=[CH:5][CH:6]=[C:7]([C:12]([OH:14])=[O:13])[CH:8]=2)[NH:3]1, predict the reactants needed to synthesize it. The reactants are: [O:1]=[C:2]1[CH2:11][NH:10][C:9]2[C:4](=[CH:5][CH:6]=[C:7]([C:12]([O:14]C)=[O:13])[CH:8]=2)[NH:3]1.Cl. (3) Given the product [CH3:20][C:21]1[C:22](=[O:27])[N:1]([C:2]2[CH:19]=[CH:18][CH:17]=[C:4]([CH2:5][C:6]3[C:15]4[C:10](=[CH:11][CH:12]=[CH:13][CH:14]=4)[C:9](=[O:16])[NH:8][N:7]=3)[CH:3]=2)[C:24](=[O:23])[CH:25]=1, predict the reactants needed to synthesize it. The reactants are: [NH2:1][C:2]1[CH:3]=[C:4]([CH:17]=[CH:18][CH:19]=1)[CH2:5][C:6]1[C:15]2[C:10](=[CH:11][CH:12]=[CH:13][CH:14]=2)[C:9](=[O:16])[NH:8][N:7]=1.[CH3:20][C:21]1[C:22](=[O:27])[O:23][C:24](=O)[CH:25]=1.C(O)(=O)C. (4) Given the product [N+:19]([C:13]1[CH:12]=[CH:11][C:8]2[CH2:9][C@@H:10]3[C@H:5]([CH2:4][CH2:3][CH2:2][N:1]3[C:15](=[O:18])[CH2:16][CH3:17])[CH2:6][C:7]=2[CH:14]=1)([O-:21])=[O:20], predict the reactants needed to synthesize it. The reactants are: [N:1]1([C:15](=[O:18])[CH2:16][CH3:17])[C@H:10]2[C@@H:5]([CH2:6][C:7]3[CH:14]=[CH:13][CH:12]=[CH:11][C:8]=3[CH2:9]2)[CH2:4][CH2:3][CH2:2]1.[N+:19]([O-])([OH:21])=[O:20].O.S(=O)(=O)(O)O. (5) Given the product [Br:1][C:2]1[CH:3]=[C:4]2[C:8](=[CH:9][CH:10]=1)[C:7](=[O:11])[C:6]1([CH2:15][CH2:14][CH2:13]1)[CH2:5]2, predict the reactants needed to synthesize it. The reactants are: [Br:1][C:2]1[CH:3]=[C:4]2[C:8](=[CH:9][CH:10]=1)[C:7](=[O:11])[CH2:6][CH2:5]2.Br[CH2:13][CH2:14][CH2:15]CBr.C(O[K])(C)(C)C. (6) Given the product [CH3:11][C@H:10]([NH:12][C@H:13]([C:15]([O:17][CH3:18])=[O:16])[CH3:14])[CH2:9][NH:8][CH2:7][C:1]1[CH:2]=[CH:3][CH:4]=[CH:5][CH:6]=1, predict the reactants needed to synthesize it. The reactants are: [C:1]1([CH2:7][N:8](CC2C=CC=CC=2)[CH2:9][C@@H:10]([NH:12][C@H:13]([C:15]([O:17][CH3:18])=[O:16])[CH3:14])[CH3:11])[CH:6]=[CH:5][CH:4]=[CH:3][CH:2]=1.Cl. (7) The reactants are: [F:1][C:2]1[CH:3]=[C:4]([CH2:9][C:10]([OH:12])=[O:11])[CH:5]=[CH:6][C:7]=1[OH:8].[Si](C=[N+]=[N-])(C)(C)[CH3:14]. Given the product [F:1][C:2]1[CH:3]=[C:4]([CH2:9][C:10]([O:12][CH3:14])=[O:11])[CH:5]=[CH:6][C:7]=1[OH:8], predict the reactants needed to synthesize it. (8) The reactants are: [Cl:1][C:2]1[N:3]=[C:4](Cl)[C:5]2[CH2:10][O:9][C:8](=[O:11])[C:6]=2[N:7]=1.[NH:13]1[CH2:18][CH2:17][O:16][CH2:15][CH2:14]1.C(N(CC)CC)C.CCOC(C)=O. Given the product [Cl:1][C:2]1[N:3]=[C:4]([N:13]2[CH2:18][CH2:17][O:16][CH2:15][CH2:14]2)[C:5]2[CH2:10][O:9][C:8](=[O:11])[C:6]=2[N:7]=1, predict the reactants needed to synthesize it.